Regression. Given two drug SMILES strings and cell line genomic features, predict the synergy score measuring deviation from expected non-interaction effect. From a dataset of NCI-60 drug combinations with 297,098 pairs across 59 cell lines. Cell line: HOP-62. Synergy scores: CSS=8.23, Synergy_ZIP=-2.02, Synergy_Bliss=2.72, Synergy_Loewe=0.166, Synergy_HSA=2.23. Drug 1: COC1=C(C=C2C(=C1)N=CN=C2NC3=CC(=C(C=C3)F)Cl)OCCCN4CCOCC4. Drug 2: CCCS(=O)(=O)NC1=C(C(=C(C=C1)F)C(=O)C2=CNC3=C2C=C(C=N3)C4=CC=C(C=C4)Cl)F.